This data is from NCI-60 drug combinations with 297,098 pairs across 59 cell lines. The task is: Regression. Given two drug SMILES strings and cell line genomic features, predict the synergy score measuring deviation from expected non-interaction effect. (1) Drug 2: C1CNP(=O)(OC1)N(CCCl)CCCl. Synergy scores: CSS=-6.14, Synergy_ZIP=-0.512, Synergy_Bliss=-6.49, Synergy_Loewe=-7.70, Synergy_HSA=-8.82. Drug 1: CN(C)N=NC1=C(NC=N1)C(=O)N. Cell line: MALME-3M. (2) Drug 1: COC1=CC(=CC(=C1O)OC)C2C3C(COC3=O)C(C4=CC5=C(C=C24)OCO5)OC6C(C(C7C(O6)COC(O7)C8=CC=CS8)O)O. Drug 2: CCCS(=O)(=O)NC1=C(C(=C(C=C1)F)C(=O)C2=CNC3=C2C=C(C=N3)C4=CC=C(C=C4)Cl)F. Cell line: COLO 205. Synergy scores: CSS=61.3, Synergy_ZIP=-2.98, Synergy_Bliss=-3.22, Synergy_Loewe=-4.04, Synergy_HSA=0.931. (3) Drug 1: CCC1=CC2CC(C3=C(CN(C2)C1)C4=CC=CC=C4N3)(C5=C(C=C6C(=C5)C78CCN9C7C(C=CC9)(C(C(C8N6C)(C(=O)OC)O)OC(=O)C)CC)OC)C(=O)OC.C(C(C(=O)O)O)(C(=O)O)O. Drug 2: C(CN)CNCCSP(=O)(O)O. Cell line: KM12. Synergy scores: CSS=42.7, Synergy_ZIP=-0.675, Synergy_Bliss=-3.99, Synergy_Loewe=-47.8, Synergy_HSA=-4.52. (4) Synergy scores: CSS=54.5, Synergy_ZIP=7.40, Synergy_Bliss=8.12, Synergy_Loewe=-31.6, Synergy_HSA=4.87. Drug 2: CC1C(C(CC(O1)OC2CC(OC(C2O)C)OC3=CC4=CC5=C(C(=O)C(C(C5)C(C(=O)C(C(C)O)O)OC)OC6CC(C(C(O6)C)O)OC7CC(C(C(O7)C)O)OC8CC(C(C(O8)C)O)(C)O)C(=C4C(=C3C)O)O)O)O. Cell line: SN12C. Drug 1: CC1=CC=C(C=C1)C2=CC(=NN2C3=CC=C(C=C3)S(=O)(=O)N)C(F)(F)F. (5) Drug 2: COC1=C2C(=CC3=C1OC=C3)C=CC(=O)O2. Synergy scores: CSS=13.9, Synergy_ZIP=3.52, Synergy_Bliss=-4.45, Synergy_Loewe=-18.5, Synergy_HSA=-5.62. Cell line: 786-0. Drug 1: C1=CC(=CC=C1CCC2=CNC3=C2C(=O)NC(=N3)N)C(=O)NC(CCC(=O)O)C(=O)O. (6) Drug 1: C1CCN(CC1)CCOC2=CC=C(C=C2)C(=O)C3=C(SC4=C3C=CC(=C4)O)C5=CC=C(C=C5)O. Drug 2: C(CC(=O)O)C(=O)CN.Cl. Cell line: HCT-15. Synergy scores: CSS=-3.06, Synergy_ZIP=1.96, Synergy_Bliss=1.93, Synergy_Loewe=-5.35, Synergy_HSA=-3.59.